Dataset: Peptide-MHC class I binding affinity with 185,985 pairs from IEDB/IMGT. Task: Regression. Given a peptide amino acid sequence and an MHC pseudo amino acid sequence, predict their binding affinity value. This is MHC class I binding data. (1) The peptide sequence is TWIDIEGRF. The binding affinity (normalized) is 0.337. The MHC is HLA-A24:02 with pseudo-sequence HLA-A24:02. (2) The peptide sequence is KEVTEDLLHL. The MHC is Mamu-B01 with pseudo-sequence Mamu-B01. The binding affinity (normalized) is 0.